This data is from Peptide-MHC class I binding affinity with 185,985 pairs from IEDB/IMGT. The task is: Regression. Given a peptide amino acid sequence and an MHC pseudo amino acid sequence, predict their binding affinity value. This is MHC class I binding data. The MHC is HLA-B27:05 with pseudo-sequence HLA-B27:05. The binding affinity (normalized) is 0.460. The peptide sequence is MRRSRPSGDL.